From a dataset of Full USPTO retrosynthesis dataset with 1.9M reactions from patents (1976-2016). Predict the reactants needed to synthesize the given product. Given the product [CH3:26][O:25][C:10]1[C:9]([NH:8][C:34]([NH:35][C:36]2[C:45]3[C:40](=[CH:41][CH:42]=[CH:43][CH:44]=3)[C:39]([O:46][C:47]3[CH:52]=[CH:51][N:50]=[C:49]([NH:53][C:54]4[CH:59]=[C:58]([O:60][CH2:61][CH2:62][O:63][CH2:64][CH2:65][O:66][CH2:67][CH2:68][O:69][CH3:70])[CH:57]=[C:56]([O:71][CH3:72])[CH:55]=4)[N:48]=3)=[CH:38][CH:37]=2)=[O:33])=[CH:18][C:17]([N:19]2[CH2:24][CH2:23][O:22][CH2:21][CH2:20]2)=[CH:16][C:11]=1[C:12]([NH:14][CH3:15])=[O:13], predict the reactants needed to synthesize it. The reactants are: C(N(CC)CC)C.[NH2:8][C:9]1[C:10]([O:25][CH3:26])=[C:11]([CH:16]=[C:17]([N:19]2[CH2:24][CH2:23][O:22][CH2:21][CH2:20]2)[CH:18]=1)[C:12]([NH:14][CH3:15])=[O:13].C1([O:33][C:34](=O)[NH:35][C:36]2[C:45]3[C:40](=[CH:41][CH:42]=[CH:43][CH:44]=3)[C:39]([O:46][C:47]3[CH:52]=[CH:51][N:50]=[C:49]([NH:53][C:54]4[CH:59]=[C:58]([O:60][CH2:61][CH2:62][O:63][CH2:64][CH2:65][O:66][CH2:67][CH2:68][O:69][CH3:70])[CH:57]=[C:56]([O:71][CH3:72])[CH:55]=4)[N:48]=3)=[CH:38][CH:37]=2)C=CC=CC=1.